Task: Predict the product of the given reaction.. Dataset: Forward reaction prediction with 1.9M reactions from USPTO patents (1976-2016) (1) The product is: [CH3:18][C@@:7]1([C:4]2[S:5][CH:6]=[C:2]([C:25]3[CH:24]=[CH:23][CH:22]=[C:21]([C:20]([F:31])([F:30])[F:19])[CH:26]=3)[CH:3]=2)[CH2:12][C@@H:11]([C:13]([F:16])([F:15])[F:14])[O:10][C:9]([NH2:17])=[N:8]1. Given the reactants Br[C:2]1[CH:3]=[C:4]([C@:7]2([CH3:18])[CH2:12][C@@H:11]([C:13]([F:16])([F:15])[F:14])[O:10][C:9]([NH2:17])=[N:8]2)[S:5][CH:6]=1.[F:19][C:20]([F:31])([F:30])[C:21]1[CH:22]=[C:23](B(O)O)[CH:24]=[CH:25][CH:26]=1, predict the reaction product. (2) Given the reactants [F:1][CH:2]([F:13])[C:3]1[CH:12]=[C:11]2[C:6]([CH2:7][CH2:8][CH2:9][NH:10]2)=[CH:5][CH:4]=1.Br[C:15]1[C:19]2[CH2:20][N:21]([C:24]([O:26][C:27]([CH3:30])([CH3:29])[CH3:28])=[O:25])[CH2:22][CH2:23][C:18]=2[N:17]([CH:31]2[CH2:36][CH2:35][S:34](=[O:38])(=[O:37])[CH2:33][CH2:32]2)[N:16]=1.C1(P(C2CCCCC2)C2C=CC=CC=2C2C(OC(C)C)=CC=CC=2OC(C)C)CCCCC1.C(O[Na])(C)(C)C, predict the reaction product. The product is: [F:13][CH:2]([F:1])[C:3]1[CH:12]=[C:11]2[C:6]([CH2:7][CH2:8][CH2:9][N:10]2[C:15]2[C:19]3[CH2:20][N:21]([C:24]([O:26][C:27]([CH3:30])([CH3:29])[CH3:28])=[O:25])[CH2:22][CH2:23][C:18]=3[N:17]([CH:31]3[CH2:36][CH2:35][S:34](=[O:37])(=[O:38])[CH2:33][CH2:32]3)[N:16]=2)=[CH:5][CH:4]=1. (3) Given the reactants [CH2:1]([O:8][N:9]1[C:12]2([CH:17]=[CH:16][C:15](=C)[CH:14]([O:19][Si:20]([C:23]([CH3:26])([CH3:25])[CH3:24])([CH3:22])[CH3:21])[CH:13]2[O:27][Si:28]([CH3:31])([CH3:30])[CH3:29])CC1=O)[C:2]1[CH:7]=[CH:6][CH:5]=[CH:4][CH:3]=1.[OH2:33].C[N+]1([O-])CC[O:38][CH2:37]C1.CCCCCC.CCO[C:51]([CH3:53])=[O:52], predict the reaction product. The product is: [CH2:1]([O:8][N:9]1[C:12]2([CH:17]=[CH:16][C:15]([OH:33])([CH2:37][OH:38])[CH:14]([O:19][Si:20]([C:23]([CH3:24])([CH3:25])[CH3:26])([CH3:21])[CH3:22])[CH:13]2[O:27][Si:28]([CH3:31])([CH3:29])[CH3:30])[CH2:53][C:51]1=[O:52])[C:2]1[CH:3]=[CH:4][CH:5]=[CH:6][CH:7]=1.